The task is: Predict the product of the given reaction.. This data is from Forward reaction prediction with 1.9M reactions from USPTO patents (1976-2016). (1) Given the reactants [Cl:1][C:2]1[CH:3]=[CH:4][C:5]([O:26][CH2:27][CH:28]([CH3:30])[CH3:29])=[C:6]([CH2:8][N:9]2[C:13]([CH3:14])=[CH:12][C:11]([C:15]([NH:17][C:18]3[CH:23]=[N:22][C:21]([CH:24]=C)=[CH:20][N:19]=3)=[O:16])=[N:10]2)[CH:7]=1.[O:31]1CCCC1.O.[O-]I(=O)(=O)=O.[Na+], predict the reaction product. The product is: [Cl:1][C:2]1[CH:3]=[CH:4][C:5]([O:26][CH2:27][CH:28]([CH3:30])[CH3:29])=[C:6]([CH2:8][N:9]2[C:13]([CH3:14])=[CH:12][C:11]([C:15]([NH:17][C:18]3[CH:23]=[N:22][C:21]([CH:24]=[O:31])=[CH:20][N:19]=3)=[O:16])=[N:10]2)[CH:7]=1. (2) Given the reactants [CH3:1][N:2]([CH3:20])[CH2:3][CH2:4][CH2:5][O:6][C:7]1[CH:12]=[CH:11][C:10]([NH2:13])=[CH:9][C:8]=1[C:14]1[N:15]([CH3:19])[N:16]=[CH:17][CH:18]=1.[Cl:21][C:22]1[CH:31]=[CH:30][C:25]([CH2:26][N:27]=[C:28]=[O:29])=[CH:24][CH:23]=1, predict the reaction product. The product is: [Cl:21][C:22]1[CH:23]=[CH:24][C:25]([CH2:26][NH:27][C:28]([NH:13][C:10]2[CH:11]=[CH:12][C:7]([O:6][CH2:5][CH2:4][CH2:3][N:2]([CH3:1])[CH3:20])=[C:8]([C:14]3[N:15]([CH3:19])[N:16]=[CH:17][CH:18]=3)[CH:9]=2)=[O:29])=[CH:30][CH:31]=1. (3) Given the reactants [CH3:1][N:2]1[C:15]2[C:10](=[CH:11][CH:12]=[CH:13][CH:14]=2)[C:4]2([CH2:9][CH2:8][NH:7][CH2:6][CH2:5]2)[C:3]1=[O:16].[F:17][C:18]([F:31])([F:30])[C:19]1[CH:24]=[CH:23][CH:22]=[CH:21][C:20]=1[CH:25]=[CH:26][C:27](O)=[O:28].C1C=CC2N(O)N=NC=2C=1.CCN=C=NCCCN(C)C.CCN(C(C)C)C(C)C, predict the reaction product. The product is: [CH3:1][N:2]1[C:15]2[C:10](=[CH:11][CH:12]=[CH:13][CH:14]=2)[C:4]2([CH2:9][CH2:8][N:7]([C:27](=[O:28])/[CH:26]=[CH:25]/[C:20]3[CH:21]=[CH:22][CH:23]=[CH:24][C:19]=3[C:18]([F:30])([F:31])[F:17])[CH2:6][CH2:5]2)[C:3]1=[O:16]. (4) Given the reactants [CH3:1][O:2][CH:3]1[CH2:8][CH2:7][NH:6][CH2:5][CH2:4]1.[C:9](#[N:12])[CH2:10]O, predict the reaction product. The product is: [CH3:1][O:2][CH:3]1[CH2:8][CH2:7][N:6]([CH2:10][C:9]#[N:12])[CH2:5][CH2:4]1.